From a dataset of Full USPTO retrosynthesis dataset with 1.9M reactions from patents (1976-2016). Predict the reactants needed to synthesize the given product. (1) Given the product [CH3:14][O:15][C:16]1[CH:21]=[CH:20][C:19]([NH:22][C:11]([C:4]2[C:3]3[C:2](=[O:1])[CH2:10][CH2:9][CH2:8][C:7]=3[NH:6][CH:5]=2)=[O:13])=[CH:18][CH:17]=1, predict the reactants needed to synthesize it. The reactants are: [O:1]=[C:2]1[CH2:10][CH2:9][CH2:8][C:7]2[NH:6][CH:5]=[C:4]([C:11]([OH:13])=O)[C:3]1=2.[CH3:14][O:15][C:16]1[CH:21]=[CH:20][C:19]([NH2:22])=[CH:18][CH:17]=1.Cl.CN(C)CCCN=C=NCC. (2) Given the product [CH3:1][N:2]([CH:3]1[CH2:8][CH2:7][N:6]([CH3:9])[CH2:5][CH2:4]1)[C:10]1[C:11]([NH2:20])=[CH:12][C:13]([C:16]([F:19])([F:18])[F:17])=[CH:14][CH:15]=1, predict the reactants needed to synthesize it. The reactants are: [CH3:1][N:2]([C:10]1[CH:15]=[CH:14][C:13]([C:16]([F:19])([F:18])[F:17])=[CH:12][C:11]=1[N+:20]([O-])=O)[CH:3]1[CH2:8][CH2:7][N:6]([CH3:9])[CH2:5][CH2:4]1. (3) Given the product [CH2:1]([O:8][C:9]1[C:10]([C:26]([N:28]([CH2:32][CH2:33][OH:34])[CH:29]([CH3:31])[CH3:30])=[O:27])=[N:11][C:12]([CH2:16][C:17]([CH3:18])([C:19]2[CH:20]=[CH:21][CH:22]=[CH:23][CH:24]=2)[CH3:25])=[N:13][C:14]=1[OH:15])[C:2]1[CH:7]=[CH:6][CH:5]=[CH:4][CH:3]=1, predict the reactants needed to synthesize it. The reactants are: [CH2:1]([O:8][C:9]1[C:10]([C:26]([N:28]([CH2:32][CH2:33][O:34][Si](C(C)(C)C)(C)C)[CH:29]([CH3:31])[CH3:30])=[O:27])=[N:11][C:12]([CH2:16][C:17]([CH3:25])([C:19]2[CH:24]=[CH:23][CH:22]=[CH:21][CH:20]=2)[CH3:18])=[N:13][C:14]=1[OH:15])[C:2]1[CH:7]=[CH:6][CH:5]=[CH:4][CH:3]=1.Cl.[OH-].[Na+]. (4) Given the product [CH2:31]([NH:39][CH2:20][C:19]1[CH:22]=[CH:23][C:16]([O:15][C:12]2[N:13]=[CH:14][C:9]([C:7]([N:1]3[CH2:6][CH2:5][CH2:4][CH2:3][CH2:2]3)=[O:8])=[CH:10][CH:11]=2)=[CH:17][CH:18]=1)[CH2:32][C:33]1[CH:38]=[CH:37][CH:36]=[CH:35][CH:34]=1, predict the reactants needed to synthesize it. The reactants are: [N:1]1([C:7]([C:9]2[CH:10]=[CH:11][C:12]([O:15][C:16]3[CH:23]=[CH:22][C:19]([CH:20]=O)=[CH:18][CH:17]=3)=[N:13][CH:14]=2)=[O:8])[CH2:6][CH2:5][CH2:4][CH2:3][CH2:2]1.COC(OC)OC.[CH2:31]([NH2:39])[CH2:32][C:33]1[CH:38]=[CH:37][CH:36]=[CH:35][CH:34]=1.[BH4-].[Na+].